This data is from Full USPTO retrosynthesis dataset with 1.9M reactions from patents (1976-2016). The task is: Predict the reactants needed to synthesize the given product. (1) Given the product [CH2:1]([CH:3]1[CH2:7][CH:6]([CH2:8][OH:9])[CH2:5][CH:4]1[C:12]([O:14][C:15]([CH3:16])([CH3:18])[CH3:17])=[O:13])[CH3:2], predict the reactants needed to synthesize it. The reactants are: [CH2:1]([CH:3]1[CH2:7][CH:6]([C:8](OC)=[O:9])[CH2:5][CH:4]1[C:12]([O:14][C:15]([CH3:18])([CH3:17])[CH3:16])=[O:13])[CH3:2].[H-].[H-].[H-].[H-].[Li+].[Al+3]. (2) Given the product [CH2:1]([N:8]1[C:12]2[C:13](=[O:35])[N:14]([CH3:34])[C:15]([CH:24]([O:29][C:30]([CH3:31])([CH3:32])[CH3:33])[C:25]([OH:27])=[O:26])=[C:16]([C:17]3[CH:22]=[CH:21][C:20]([Cl:23])=[CH:19][CH:18]=3)[C:11]=2[CH:10]=[CH:9]1)[C:2]1[CH:7]=[CH:6][CH:5]=[CH:4][CH:3]=1, predict the reactants needed to synthesize it. The reactants are: [CH2:1]([N:8]1[C:12]2[C:13](=[O:35])[N:14]([CH3:34])[C:15]([CH:24]([O:29][C:30]([CH3:33])([CH3:32])[CH3:31])[C:25]([O:27]C)=[O:26])=[C:16]([C:17]3[CH:22]=[CH:21][C:20]([Cl:23])=[CH:19][CH:18]=3)[C:11]=2[CH:10]=[CH:9]1)[C:2]1[CH:7]=[CH:6][CH:5]=[CH:4][CH:3]=1.[OH-].[Na+].Cl. (3) Given the product [F:11][C:10]1[C:2]([NH:13][C:14]2[CH:23]=[CH:22][C:17]([C:18]([NH:20][CH3:21])=[O:19])=[CH:16][C:15]=2[F:24])=[C:3]([CH:7]=[CH:8][C:9]=1[F:12])[C:4]([OH:6])=[O:5], predict the reactants needed to synthesize it. The reactants are: F[C:2]1[C:10]([F:11])=[C:9]([F:12])[CH:8]=[CH:7][C:3]=1[C:4]([OH:6])=[O:5].[NH2:13][C:14]1[CH:23]=[CH:22][C:17]([C:18]([NH:20][CH3:21])=[O:19])=[CH:16][C:15]=1[F:24].[Li+].C[Si]([N-][Si](C)(C)C)(C)C.